This data is from Full USPTO retrosynthesis dataset with 1.9M reactions from patents (1976-2016). The task is: Predict the reactants needed to synthesize the given product. (1) Given the product [NH2:1][C:2]1[N:3]=[C:4]([Cl:19])[C:5]2=[C:6]([N:8]([CH2:12][C:13]3[CH:18]=[CH:17][CH:16]=[CH:15][N:14]=3)[C:9](=[O:11])/[C:10]/2=[CH:20]\[C:22]2[NH:26][CH:25]=[C:24]([C:27]([OH:29])=[O:28])[CH:23]=2)[N:7]=1, predict the reactants needed to synthesize it. The reactants are: [NH2:1][C:2]1[N:3]=[C:4]([Cl:19])[C:5]2[CH2:10][C:9](=[O:11])[N:8]([CH2:12][C:13]3[CH:18]=[CH:17][CH:16]=[CH:15][N:14]=3)[C:6]=2[N:7]=1.[CH:20]([C:22]1[NH:26][CH:25]=[C:24]([C:27]([OH:29])=[O:28])[CH:23]=1)=O.N1CCCCC1. (2) Given the product [F:1][C:2]1[CH:3]=[CH:4][C:5]([C:8]2[N:12]([CH2:13][CH2:14][C:15]([OH:17])([CH3:30])[CH3:16])[N:11]=[C:10]([CH3:18])[C:9]=2[C:19]2[CH:20]=[CH:21][C:22]3[O:27][CH2:26][C:25](=[O:28])[NH:24][C:23]=3[CH:29]=2)=[CH:6][CH:7]=1, predict the reactants needed to synthesize it. The reactants are: [F:1][C:2]1[CH:7]=[CH:6][C:5]([C:8]2[N:12]([CH2:13][CH2:14][C:15](=[O:17])[CH3:16])[N:11]=[C:10]([CH3:18])[C:9]=2[C:19]2[CH:20]=[CH:21][C:22]3[O:27][CH2:26][C:25](=[O:28])[NH:24][C:23]=3[CH:29]=2)=[CH:4][CH:3]=1.[CH3:30][Mg]Br.Cl.N. (3) Given the product [CH:22]1[CH:23]=[CH:24][C:19]2[N:18]([OH:17])[N:26]=[N:25][C:20]=2[CH:21]=1, predict the reactants needed to synthesize it. The reactants are: C1CN([P+]([O:17][N:18]2[N:26]=[N:25][C:20]3[CH:21]=[CH:22][CH:23]=[CH:24][C:19]2=3)(N2CCCC2)N2CCCC2)CC1.F[P-](F)(F)(F)(F)F.C[NH-]. (4) The reactants are: Br[CH2:2][CH2:3][CH2:4][C:5]([C:20]#[N:21])([C:10]1[CH:15]=[CH:14][C:13]([O:16][CH3:17])=[C:12]([O:18][CH3:19])[CH:11]=1)[C:6]([O:8][CH3:9])=[O:7].[CH3:22][NH:23][CH2:24][CH2:25][C:26]1[CH:35]=[CH:34][C:29]([C:30]([O:32][CH3:33])=[O:31])=[CH:28][CH:27]=1. Given the product [C:20]([C:5]([C:10]1[CH:15]=[CH:14][C:13]([O:16][CH3:17])=[C:12]([O:18][CH3:19])[CH:11]=1)([C:6]([O:8][CH3:9])=[O:7])[CH2:4][CH2:3][CH2:2][N:23]([CH3:22])[CH2:24][CH2:25][C:26]1[CH:35]=[CH:34][C:29]([C:30]([O:32][CH3:33])=[O:31])=[CH:28][CH:27]=1)#[N:21], predict the reactants needed to synthesize it. (5) Given the product [CH2:1]([O:8][C:9](=[O:10])[CH:11]([CH2:12][C:13]1([C:18]([NH:25][C:26]2[CH:31]=[C:30]([C:32]3[CH:37]=[CH:36][CH:35]=[CH:34][CH:33]=3)[CH:29]=[CH:28][N:27]=2)=[O:19])[CH2:17][CH2:16][CH2:15][CH2:14]1)[CH2:21][CH2:22][O:23][CH3:24])[C:2]1[CH:7]=[CH:6][CH:5]=[CH:4][CH:3]=1, predict the reactants needed to synthesize it. The reactants are: [CH2:1]([O:8][C:9]([CH:11]([CH2:21][CH2:22][O:23][CH3:24])[CH2:12][C:13]1([C:18](O)=[O:19])[CH2:17][CH2:16][CH2:15][CH2:14]1)=[O:10])[C:2]1[CH:7]=[CH:6][CH:5]=[CH:4][CH:3]=1.[NH2:25][C:26]1[CH:31]=[C:30]([C:32]2[CH:37]=[CH:36][CH:35]=[CH:34][CH:33]=2)[CH:29]=[CH:28][N:27]=1. (6) Given the product [Br:1][CH2:48][C:39]1[C:40]([C:43]([O:45][CH2:46][CH3:47])=[O:44])=[N:41][O:42][C:38]=1[C:30]1[CH:31]=[CH:32][C:33]([C:34]([F:37])([F:35])[F:36])=[C:28]([F:27])[CH:29]=1, predict the reactants needed to synthesize it. The reactants are: [Br:1]N1C(=O)CCC1=O.C(OOC(=O)C1C=CC=CC=1)(=O)C1C=CC=CC=1.[F:27][C:28]1[CH:29]=[C:30]([C:38]2[O:42][N:41]=[C:40]([C:43]([O:45][CH2:46][CH3:47])=[O:44])[C:39]=2[CH3:48])[CH:31]=[CH:32][C:33]=1[C:34]([F:37])([F:36])[F:35]. (7) Given the product [CH:4]1[C:13]2[C:8](=[CH:9][CH:10]=[CH:11][CH:12]=2)[CH:7]=[CH:6][C:5]=1[S:14]([CH:17]([CH2:22][CH2:23][C:24](=[O:43])[NH:25][C@H:26]1[C:35]2[C:30](=[CH:31][C:32]([CH2:36][N:37]3[CH2:42][CH2:41][CH2:40][CH2:39][CH2:38]3)=[CH:33][CH:34]=2)[CH2:29][CH2:28][CH2:27]1)[C:18]([OH:20])=[O:19])(=[O:16])=[O:15], predict the reactants needed to synthesize it. The reactants are: O.[OH-].[Li+].[CH:4]1[C:13]2[C:8](=[CH:9][CH:10]=[CH:11][CH:12]=2)[CH:7]=[CH:6][C:5]=1[S:14]([CH:17]([CH2:22][CH2:23][C:24](=[O:43])[NH:25][C@H:26]1[C:35]2[C:30](=[CH:31][C:32]([CH2:36][N:37]3[CH2:42][CH2:41][CH2:40][CH2:39][CH2:38]3)=[CH:33][CH:34]=2)[CH2:29][CH2:28][CH2:27]1)[C:18]([O:20]C)=[O:19])(=[O:16])=[O:15]. (8) Given the product [Cl:32][C:29]1[CH:28]=[CH:27][C:26]([C:17]2[N:16]=[C:15]([NH2:14])[CH:20]=[N:19][C:18]=2[O:21][CH:22]2[CH2:23][CH2:25][CH2:24]2)=[CH:31][CH:30]=1, predict the reactants needed to synthesize it. The reactants are: C(O)(C(F)(F)F)=O.C(OC(=O)[NH:14][C:15]1[CH:20]=[N:19][C:18]([O:21][CH2:22][CH:23]2[CH2:25][CH2:24]2)=[C:17]([C:26]2[CH:31]=[CH:30][C:29]([Cl:32])=[CH:28][CH:27]=2)[N:16]=1)(C)(C)C. (9) Given the product [CH3:17][C:18]1[N:22]=[C:21]([N:23]2[CH2:24][CH2:25][CH:26]([NH:16][C:14]3[N:13]=[C:12]4[CH:7]([C:1]5[CH:2]=[CH:3][CH:4]=[CH:5][CH:6]=5)[O:8][CH2:9][CH2:10][N:11]4[N:15]=3)[CH2:27][CH2:28]2)[S:20][N:19]=1, predict the reactants needed to synthesize it. The reactants are: [C:1]1([CH:7]2[C:12]3=[N:13][C:14]([NH2:16])=[N:15][N:11]3[CH2:10][CH2:9][O:8]2)[CH:6]=[CH:5][CH:4]=[CH:3][CH:2]=1.[CH3:17][C:18]1[N:22]=[C:21]([N:23]2[CH2:28][CH2:27][C:26](=O)[CH2:25][CH2:24]2)[S:20][N:19]=1.